This data is from Full USPTO retrosynthesis dataset with 1.9M reactions from patents (1976-2016). The task is: Predict the reactants needed to synthesize the given product. Given the product [Cl:1][C:2]1[CH:7]=[CH:6][C:5]([CH:8]=[O:13])=[C:4]([N+:9]([O-:11])=[O:10])[CH:3]=1, predict the reactants needed to synthesize it. The reactants are: [Cl:1][C:2]1[CH:7]=[CH:6][C:5]([CH3:8])=[C:4]([N+:9]([O-:11])=[O:10])[CH:3]=1.C[O:13]C(OC)N(C)C.